From a dataset of Full USPTO retrosynthesis dataset with 1.9M reactions from patents (1976-2016). Predict the reactants needed to synthesize the given product. Given the product [CH3:28][NH:29][C:25]([C:23]1[N:22]=[CH:21][N:20]([CH2:19][C:17]2[CH:16]=[CH:15][C:12]3[CH2:13][CH2:14][N:8]([C:6]([O:5][C:2]([CH3:1])([CH3:3])[CH3:4])=[O:7])[CH2:9][CH2:10][C:11]=3[CH:18]=2)[CH:24]=1)=[O:26], predict the reactants needed to synthesize it. The reactants are: [CH3:1][C:2]([O:5][C:6]([N:8]1[CH2:14][CH2:13][C:12]2[CH:15]=[CH:16][C:17]([CH2:19][N:20]3[CH:24]=[C:23]([C:25](O)=[O:26])[N:22]=[CH:21]3)=[CH:18][C:11]=2[CH2:10][CH2:9]1)=[O:7])([CH3:4])[CH3:3].[CH3:28][NH2:29].